Dataset: Reaction yield outcomes from USPTO patents with 853,638 reactions. Task: Predict the reaction yield, written as a fraction of the theoretical maximum amount of product (1.0 means a 100% yield; for example, 0.34 means a 34% yield). (1) The reactants are [CH3:1][S:2]([C:5]1[CH:6]=[CH:7][C:8]2[CH2:9][C@@H:10]3[O:12][C@@H:11]3[C:13]=2[CH:14]=1)(=[O:4])=[O:3].[NH:15]1[CH2:20][CH2:19][CH2:18][C@@H:17]([NH:21][C:22](=[O:28])[O:23][C:24]([CH3:27])([CH3:26])[CH3:25])[CH2:16]1. No catalyst specified. The product is [OH:12][C@H:10]1[CH2:9][C:8]2[C:13](=[CH:14][C:5]([S:2]([CH3:1])(=[O:4])=[O:3])=[CH:6][CH:7]=2)[C@@H:11]1[N:15]1[CH2:20][CH2:19][CH2:18][C@@H:17]([NH:21][C:22](=[O:28])[O:23][C:24]([CH3:26])([CH3:25])[CH3:27])[CH2:16]1. The yield is 0.750. (2) The reactants are [OH:1][CH2:2][C:3]1[C:4]([C:12]([OH:15])([CH3:14])[CH3:13])=[N:5][N:6]2[CH:11]=[CH:10][CH:9]=[CH:8][C:7]=12. The catalyst is O1CCCC1.[O-2].[Mn+4].[O-2]. The product is [OH:15][C:12]([C:4]1[C:3]([CH:2]=[O:1])=[C:7]2[CH:8]=[CH:9][CH:10]=[CH:11][N:6]2[N:5]=1)([CH3:13])[CH3:14]. The yield is 0.670. (3) The reactants are B(Br)(Br)Br.[Br:5][C:6]1[CH:32]=[CH:31][C:9]([CH2:10][N:11]2[C:15]3[CH:16]=[CH:17][C:18]([O:20]C)=[CH:19][C:14]=3[N:13]=[C:12]2[CH2:22][C:23]([CH3:30])([CH3:29])[C:24]([O:26][CH2:27][CH3:28])=[O:25])=[CH:8][CH:7]=1. The catalyst is C(Cl)Cl. The product is [Br:5][C:6]1[CH:7]=[CH:8][C:9]([CH2:10][N:11]2[C:15]3[CH:16]=[CH:17][C:18]([OH:20])=[CH:19][C:14]=3[N:13]=[C:12]2[CH2:22][C:23]([CH3:29])([CH3:30])[C:24]([O:26][CH2:27][CH3:28])=[O:25])=[CH:31][CH:32]=1. The yield is 0.770. (4) The reactants are Cl[C:2]1[C:11]2[C:6](=[CH:7][C:8]([CH3:12])=[CH:9][CH:10]=2)[N:5]=[C:4]([C:13]2[CH:18]=[CH:17][CH:16]=[CH:15][C:14]=2[OH:19])[N:3]=1.[NH:20]1[CH2:25][CH2:24][CH:23]([NH:26][C:27](=[O:33])[O:28][C:29]([CH3:32])([CH3:31])[CH3:30])[CH2:22][CH2:21]1.C(N(CC)CC)C. The catalyst is C(Cl)Cl. The product is [OH:19][C:14]1[CH:15]=[CH:16][CH:17]=[CH:18][C:13]=1[C:4]1[N:3]=[C:2]([N:20]2[CH2:21][CH2:22][CH:23]([NH:26][C:27](=[O:33])[O:28][C:29]([CH3:31])([CH3:30])[CH3:32])[CH2:24][CH2:25]2)[C:11]2[C:6](=[CH:7][C:8]([CH3:12])=[CH:9][CH:10]=2)[N:5]=1. The yield is 1.00. (5) The reactants are Cl.Cl.[NH:3]1[CH2:8][CH2:7][NH:6][CH2:5][CH:4]1[C:9]([OH:11])=O.[OH-].[Na+].[C:22](O[C:22]([O:24][C:25]([CH3:28])([CH3:27])[CH3:26])=[O:23])([O:24][C:25]([CH3:28])([CH3:27])[CH3:26])=[O:23].Cl[C:30]([O:32][CH2:33][C:34]1[CH:39]=[CH:38][CH:37]=[CH:36][CH:35]=1)=[O:31].B.C1COCC1. The catalyst is O.O1CCOCC1. The product is [OH:11][CH2:9][CH:4]1[CH2:5][N:6]([C:22]([O:24][C:25]([CH3:26])([CH3:27])[CH3:28])=[O:23])[CH2:7][CH2:8][N:3]1[C:30]([O:32][CH2:33][C:34]1[CH:39]=[CH:38][CH:37]=[CH:36][CH:35]=1)=[O:31]. The yield is 0.520. (6) The reactants are [CH3:1][NH:2][C:3]1[CH:4]=[N:5][C:6]([N:16]2[CH2:21][CH2:20][N:19]([CH3:22])[CH2:18][CH2:17]2)=[CH:7][C:8]=1[C:9]1[CH:14]=[CH:13][CH:12]=[CH:11][C:10]=1[CH3:15].C(N(C(C)C)C(C)C)C.[F:32][C:33]([F:51])([F:50])[C:34]1[CH:35]=[C:36]([C:44]([CH3:49])([CH3:48])[C:45](Cl)=[O:46])[CH:37]=[C:38]([C:40]([F:43])([F:42])[F:41])[CH:39]=1.C(=O)(O)[O-].[Na+]. The catalyst is ClCCl. The product is [F:32][C:33]([F:51])([F:50])[C:34]1[CH:35]=[C:36]([C:44]([CH3:49])([CH3:48])[C:45]([N:2]([CH3:1])[C:3]2[CH:4]=[N:5][C:6]([N:16]3[CH2:17][CH2:18][N:19]([CH3:22])[CH2:20][CH2:21]3)=[CH:7][C:8]=2[C:9]2[CH:14]=[CH:13][CH:12]=[CH:11][C:10]=2[CH3:15])=[O:46])[CH:37]=[C:38]([C:40]([F:43])([F:42])[F:41])[CH:39]=1. The yield is 0.810. (7) The reactants are [Li]CCCC.CCCCCC.[F:12][C:13]1[CH:18]=[CH:17][C:16]([F:19])=[CH:15][C:14]=1[O:20][CH3:21].Br/[CH:23]=[CH:24]\[C:25](OCC)=[O:26].CC(C[AlH]CC(C)C)C. The catalyst is C1COCC1.[Cl-].[Zn+2].[Cl-].CC([O-])=O.CC([O-])=O.[Pd+2]. The product is [F:12][C:13]1[C:14]([O:20][CH3:21])=[C:15](/[CH:23]=[CH:24]\[CH2:25][OH:26])[C:16]([F:19])=[CH:17][CH:18]=1. The yield is 0.920. (8) The reactants are Br[C:2]1[CH:3]=[C:4]2[C:9](=[C:10]([OH:12])[CH:11]=1)[C:8](=[O:13])[CH2:7][CH2:6][C:5]2([CH3:15])[CH3:14].C(N(CC)CC)C.[CH3:23][Si:24]([C:27]#[CH:28])([CH3:26])[CH3:25].C(OCC)(=O)C. The catalyst is CCCCCC.[Cu]I.Cl[Pd](Cl)([P](C1C=CC=CC=1)(C1C=CC=CC=1)C1C=CC=CC=1)[P](C1C=CC=CC=1)(C1C=CC=CC=1)C1C=CC=CC=1. The product is [OH:12][C:10]1[CH:11]=[C:2]([C:28]#[C:27][Si:24]([CH3:26])([CH3:25])[CH3:23])[CH:3]=[C:4]2[C:9]=1[C:8](=[O:13])[CH2:7][CH2:6][C:5]2([CH3:15])[CH3:14]. The yield is 1.00. (9) The reactants are [CH2:1]1[CH2:5][O:4][CH2:3][CH2:2]1.[OH:6][C:7]1[CH:20]=[CH:19][C:18]2[C:17](=[O:21])[C:16]3[C:11](=[CH:12][CH:13]=[C:14]([OH:22])[CH:15]=3)[C:10](=[O:23])[C:9]=2[CH:8]=1.[C:24](Cl)(=[O:42])[CH2:25][CH2:26][CH2:27][CH2:28][CH2:29][CH2:30][CH2:31][CH2:32][CH2:33][CH2:34][CH2:35][CH2:36][CH2:37][CH2:38][CH2:39][CH2:40][CH3:41]. The catalyst is C(N(CC)CC)C. The product is [C:24]([O:6][C:7]1[CH:20]=[CH:19][C:18]2[C:17](=[O:21])[C:16]3[C:11](=[CH:12][CH:13]=[C:14]([O:22][C:3](=[O:4])[CH2:2][CH2:1][CH2:5][CH2:10][CH2:11][CH2:12][CH2:13][CH2:14][CH2:15][CH2:16][CH2:17][CH2:18][CH2:9][CH2:8][CH2:7][CH2:20][CH3:19])[CH:15]=3)[C:10](=[O:23])[C:9]=2[CH:8]=1)(=[O:42])[CH2:25][CH2:26][CH2:27][CH2:28][CH2:29][CH2:30][CH2:31][CH2:32][CH2:33][CH2:34][CH2:35][CH2:36][CH2:37][CH2:38][CH2:39][CH2:40][CH3:41]. The yield is 0.400.